From a dataset of Ames mutagenicity test results for genotoxicity prediction. Regression/Classification. Given a drug SMILES string, predict its toxicity properties. Task type varies by dataset: regression for continuous values (e.g., LD50, hERG inhibition percentage) or binary classification for toxic/non-toxic outcomes (e.g., AMES mutagenicity, cardiotoxicity, hepatotoxicity). Dataset: ames. (1) The molecule is OCc1ccnc2ccccc12. The result is 0 (non-mutagenic). (2) The drug is Nc1ccc(N)cc1. The result is 1 (mutagenic).